From a dataset of NCI-60 drug combinations with 297,098 pairs across 59 cell lines. Regression. Given two drug SMILES strings and cell line genomic features, predict the synergy score measuring deviation from expected non-interaction effect. (1) Synergy scores: CSS=10.4, Synergy_ZIP=-3.23, Synergy_Bliss=-3.25, Synergy_Loewe=-2.75, Synergy_HSA=-2.28. Cell line: OVCAR-4. Drug 2: CS(=O)(=O)CCNCC1=CC=C(O1)C2=CC3=C(C=C2)N=CN=C3NC4=CC(=C(C=C4)OCC5=CC(=CC=C5)F)Cl. Drug 1: CC12CCC(CC1=CCC3C2CCC4(C3CC=C4C5=CN=CC=C5)C)O. (2) Drug 1: CC12CCC3C(C1CCC2=O)CC(=C)C4=CC(=O)C=CC34C. Drug 2: C1CCC(CC1)NC(=O)N(CCCl)N=O. Cell line: HCC-2998. Synergy scores: CSS=36.0, Synergy_ZIP=1.24, Synergy_Bliss=0.892, Synergy_Loewe=-14.3, Synergy_HSA=0.158. (3) Drug 1: CC1C(C(CC(O1)OC2CC(CC3=C2C(=C4C(=C3O)C(=O)C5=C(C4=O)C(=CC=C5)OC)O)(C(=O)CO)O)N)O.Cl. Drug 2: C1=C(C(=O)NC(=O)N1)N(CCCl)CCCl. Cell line: SK-MEL-5. Synergy scores: CSS=18.8, Synergy_ZIP=-5.17, Synergy_Bliss=1.63, Synergy_Loewe=-1.54, Synergy_HSA=1.55. (4) Drug 1: CC=C1C(=O)NC(C(=O)OC2CC(=O)NC(C(=O)NC(CSSCCC=C2)C(=O)N1)C(C)C)C(C)C. Drug 2: B(C(CC(C)C)NC(=O)C(CC1=CC=CC=C1)NC(=O)C2=NC=CN=C2)(O)O. Cell line: NCI-H522. Synergy scores: CSS=66.6, Synergy_ZIP=0.652, Synergy_Bliss=1.53, Synergy_Loewe=-6.94, Synergy_HSA=1.53.